Dataset: Forward reaction prediction with 1.9M reactions from USPTO patents (1976-2016). Task: Predict the product of the given reaction. (1) Given the reactants O[N:2]1C2C=CC=CC=2N=[N:3]1.Cl.CN(C)CCCN=C=NCC.[NH:23]([C:27]1[CH:28]=[C:29]([CH:33]=[CH:34][C:35]=1[C:36]([O:38][CH3:39])=[O:37])[C:30](O)=[O:31])[C:24]([CH3:26])=[O:25].O.NN, predict the reaction product. The product is: [NH:23]([C:27]1[CH:28]=[C:29]([C:30]([NH:2][NH2:3])=[O:31])[CH:33]=[CH:34][C:35]=1[C:36]([O:38][CH3:39])=[O:37])[C:24]([CH3:26])=[O:25]. (2) Given the reactants [Cl:1][C:2]1[CH:3]=[C:4]([C:8]2[N:9]=[C:10]([NH:17][C:18]3[CH:23]=[CH:22][C:21]([CH2:24][CH:25]=[O:26])=[CH:20][CH:19]=3)[C:11]3[CH2:16][CH2:15][CH2:14][C:12]=3[N:13]=2)[CH:5]=[CH:6][CH:7]=1.C[Si](C)(C)[C:29]([F:32])([F:31])[F:30].[F-].C([NH+](CCCC)CCCC)CCC, predict the reaction product. The product is: [Cl:1][C:2]1[CH:3]=[C:4]([C:8]2[N:9]=[C:10]([NH:17][C:18]3[CH:19]=[CH:20][C:21]([CH2:24][CH:25]([OH:26])[C:29]([F:32])([F:31])[F:30])=[CH:22][CH:23]=3)[C:11]3[CH2:16][CH2:15][CH2:14][C:12]=3[N:13]=2)[CH:5]=[CH:6][CH:7]=1.